From a dataset of Full USPTO retrosynthesis dataset with 1.9M reactions from patents (1976-2016). Predict the reactants needed to synthesize the given product. (1) Given the product [NH2:11][C@H:12]([C:30]1[N:34]([C@@H:35]([CH2:39][CH2:40][CH2:41][CH3:42])[C:36]([OH:38])=[O:37])[N:33]=[N:32][N:31]=1)[CH2:13][C:14]1[C:22]2[C:17](=[CH:18][CH:19]=[CH:20][CH:21]=2)[N:16]([C:23]([O:25][C:26]([CH3:28])([CH3:29])[CH3:27])=[O:24])[CH:15]=1, predict the reactants needed to synthesize it. The reactants are: C(OC([NH:11][C@H:12]([C:30]1[N:34]([C@@H:35]([CH2:39][CH2:40][CH2:41][CH3:42])[C:36]([OH:38])=[O:37])[N:33]=[N:32][N:31]=1)[CH2:13][C:14]1[C:22]2[C:17](=[CH:18][CH:19]=[CH:20][CH:21]=2)[N:16]([C:23]([O:25][C:26]([CH3:29])([CH3:28])[CH3:27])=[O:24])[CH:15]=1)=O)C1C=CC=CC=1. (2) The reactants are: [S:1]([C:5]1[CH:11]=[CH:10][C:8]([CH3:9])=[CH:7][CH:6]=1)([OH:4])(=[O:3])=[O:2].[S:12]([C:16]1[CH:22]=[CH:21][C:19]([CH3:20])=[CH:18][CH:17]=1)([OH:15])(=[O:14])=[O:13].[OH:23][O:24][O:25][O:26][O:27][CH2:28][CH2:29][CH2:30][CH2:31][CH2:32][CH2:33][CH2:34][CH2:35][CH2:36][CH2:37][CH2:38][CH3:39].[C:40]1(=[O:50])[NH:44][C:43](=[O:45])[C:42]2=[CH:46][CH:47]=[CH:48][CH:49]=[C:41]12.[K].[CH3:52][C:53]([N:55]([CH3:57])C)=[O:54]. Given the product [S:1]([C:5]1[CH:11]=[CH:10][C:8]([CH3:9])=[CH:7][CH:6]=1)([OH:4])(=[O:3])=[O:2].[S:12]([C:16]1[CH:22]=[CH:21][C:19]([CH3:20])=[CH:18][CH:17]=1)([OH:15])(=[O:14])=[O:13].[C:40]1(=[O:50])[N:44]([C:28]([N:55]2[C:53](=[O:54])[C:52]3=[CH:7][CH:6]=[CH:5][CH:11]=[C:10]3[C:57]2=[O:13])([CH2:29][CH2:30][CH2:31][CH2:32][CH2:33][CH2:34][CH2:35][CH2:36][CH2:37][CH2:38][CH3:39])[O:27][O:26][O:25][O:24][OH:23])[C:43](=[O:45])[C:42]2=[CH:46][CH:47]=[CH:48][CH:49]=[C:41]12, predict the reactants needed to synthesize it. (3) The reactants are: [NH2:1][C:2]1[C:10]([N+:11]([O-])=O)=[CH:9][CH:8]=[CH:7][C:3]=1[C:4]([NH2:6])=[O:5].[H][H]. Given the product [NH2:1][C:2]1[C:10]([NH2:11])=[CH:9][CH:8]=[CH:7][C:3]=1[C:4]([NH2:6])=[O:5], predict the reactants needed to synthesize it. (4) Given the product [F:1][C:2]([F:7])([F:6])[C:3]([OH:5])=[O:4].[F:8][C:9]([F:14])([F:13])[C:10]([OH:12])=[O:11].[Cl:22][C:23]1[CH:24]=[N:25][C:26]2[NH:27][C:28]3[CH:29]=[N:30][CH:31]=[C:32]([CH:53]=3)[CH2:33][CH2:34][C:35]3[CH:43]=[C:39]([NH:40][C:41]=1[N:42]=2)[CH:38]=[CH:37][C:36]=3[O:44][CH2:45][CH2:46][CH:47]1[CH2:48][CH2:49][N:50]([C:55]([NH:54][C:57]2[C:65]3[O:64][C:63]([CH3:67])([CH3:66])[CH2:62][C:61]=3[CH:60]=[CH:59][CH:58]=2)=[O:56])[CH2:51][CH2:52]1, predict the reactants needed to synthesize it. The reactants are: [F:1][C:2]([F:7])([F:6])[C:3]([OH:5])=[O:4].[F:8][C:9]([F:14])([F:13])[C:10]([OH:12])=[O:11].FC(F)(F)C(O)=O.[Cl:22][C:23]1[CH:24]=[N:25][C:26]2[NH:27][C:28]3[CH:29]=[N:30][CH:31]=[C:32]([CH:53]=3)[CH2:33][CH2:34][C:35]3[CH:43]=[C:39]([NH:40][C:41]=1[N:42]=2)[CH:38]=[CH:37][C:36]=3[O:44][CH2:45][CH2:46][CH:47]1[CH2:52][CH2:51][NH:50][CH2:49][CH2:48]1.[N:54]([C:57]1[C:65]2[O:64][C:63]([CH3:67])([CH3:66])[CH2:62][C:61]=2[CH:60]=[CH:59][CH:58]=1)=[C:55]=[O:56]. (5) Given the product [Br:1][C:2]1[CH:7]=[CH:6][C:5]([S:13]([CH3:23])(=[O:15])=[O:12])=[CH:4][C:3]=1[CH3:10], predict the reactants needed to synthesize it. The reactants are: [Br:1][C:2]1[CH:7]=[CH:6][C:5](SC)=[CH:4][C:3]=1[CH3:10].O[O:12][S:13]([O-:15])=O.[K+].S([O-])([O-])=O.[Na+].[Na+].[CH3:23]O.O. (6) Given the product [CH2:14]([N:4]([CH2:3][CH2:2][OH:1])[C:5]1[CH:10]=[CH:9][CH:8]=[C:7]([Cl:11])[CH:6]=1)[CH3:15], predict the reactants needed to synthesize it. The reactants are: [OH:1][CH2:2][CH2:3][NH:4][C:5]1[CH:10]=[CH:9][CH:8]=[C:7]([Cl:11])[CH:6]=1.[O-2].[Mg+2].[CH2:14](Br)[CH3:15].O. (7) Given the product [O:16]1[C:17]2[C:18](=[N:19][CH:20]=[CH:21][CH:22]=2)[O:23][C@@H:14]([C:11]2[CH:12]=[CH:13][C:8]([CH2:7][N:1]3[CH2:6][CH2:5][N:4]([C:25](=[O:26])[CH2:27][OH:28])[CH2:3][CH2:2]3)=[CH:9][CH:10]=2)[CH2:15]1, predict the reactants needed to synthesize it. The reactants are: [N:1]1([CH2:7][C:8]2[CH:13]=[CH:12][C:11]([C@@H:14]3[O:23][C:18]4=[N:19][CH:20]=[CH:21][CH:22]=[C:17]4[O:16][CH2:15]3)=[CH:10][CH:9]=2)[CH2:6][CH2:5][NH:4][CH2:3][CH2:2]1.Cl[C:25]([CH2:27][O:28]C(=O)C)=[O:26].CCN(C(C)C)C(C)C.C(OC)(C)(C)C.